This data is from M1 muscarinic receptor antagonist screen with 61,756 compounds. The task is: Binary Classification. Given a drug SMILES string, predict its activity (active/inactive) in a high-throughput screening assay against a specified biological target. (1) The drug is O=c1n(c2c(n1C)ccc(c2)C(=O)Nc1cc2OCOc2cc1)C. The result is 0 (inactive). (2) The drug is O1N(C(C2C1C(=O)N(C2=O)CCCC)c1occc1)c1c(cccc1)C. The result is 1 (active). (3) The drug is Clc1ccc(C(=O)Nn2c(nc3c(c2=O)cc(OC)c(OC)c3)C2CC2)cc1. The result is 0 (inactive). (4) The drug is S(c1n(nnn1)Cc1ccccc1)CC(=O)Nc1cc(NC(=O)CC)ccc1. The result is 0 (inactive). (5) The molecule is S(c1n(c(nn1)c1cc2OCOc2cc1)C)Cc1ccccc1. The result is 0 (inactive). (6) The compound is S(c1n(nnn1)c1c(OC)ccc(OC)c1)CC(=O)Nc1sc(c(n1)C)C. The result is 0 (inactive).